Dataset: Reaction yield outcomes from USPTO patents with 853,638 reactions. Task: Predict the reaction yield, written as a fraction of the theoretical maximum amount of product (1.0 means a 100% yield; for example, 0.34 means a 34% yield). (1) The reactants are Cl[C:2]1[C:7]2[S:8][C:9]([C:11]3[C:16]([N+]([O-])=O)=[CH:15][CH:14]=[CH:13][C:12]=3[Cl:20])=[N:10][C:6]=2[CH:5]=[CH:4][N:3]=1.ClC1C=CC=C([N+]([O-])=O)C=1[C:24](NC1C=CN=C(Cl)C=1F)=[O:25].[NH2:42][C:43]([NH2:45])=S.[N:46]1[CH:51]=CC=[CH:48][CH:47]=1.CC[N:54]([CH2:57]C)CC. The catalyst is C(O)(C)C. The yield is 0.970. The product is [Cl:20][C:12]1[C:11]([C:9]2[S:8][C:7]3[C:2]([NH:42][C:43]4[CH:48]=[C:47]([CH2:24][OH:25])[N:46]=[CH:51][N:45]=4)=[N:3][CH:4]=[CH:5][C:6]=3[N:10]=2)=[C:16]([CH:15]=[CH:14][CH:13]=1)[C:57]#[N:54]. (2) The reactants are N([O-])=O.[Na+].N[C:6]1[CH:15]=[CH:14][CH:13]=[C:12]2[C:7]=1[CH:8]=[CH:9][CH:10]=[N:11]2.C(OCC)C.C(OCC)(=O)C.C1(C)C(C)=CC=CC=1.[H+].[B-](F)(F)(F)[F:37]. No catalyst specified. The product is [F:37][C:6]1[CH:15]=[CH:14][CH:13]=[C:12]2[C:7]=1[CH:8]=[CH:9][CH:10]=[N:11]2. The yield is 0.550. (3) The reactants are [CH:1]([N:4]1[C:9]2=[N:10][C:11]([Sn](C)(C)C)=[CH:12][N:13]=[C:8]2[NH:7][CH2:6][C:5]1=[O:18])([CH3:3])[CH3:2].Br[C:20]1[C:25]([CH3:26])=[CH:24][C:23]([C:27]2[N:31]=[CH:30][N:29]([CH:32]3[CH2:37][CH2:36][CH2:35][CH2:34][O:33]3)[N:28]=2)=[C:22]([F:38])[CH:21]=1. The catalyst is CN(C)C=O.Cl[Pd](Cl)([P](C1C=CC=CC=1)(C1C=CC=CC=1)C1C=CC=CC=1)[P](C1C=CC=CC=1)(C1C=CC=CC=1)C1C=CC=CC=1. The product is [F:38][C:22]1[C:23]([C:27]2[N:31]=[CH:30][N:29]([CH:32]3[CH2:37][CH2:36][CH2:35][CH2:34][O:33]3)[N:28]=2)=[CH:24][C:25]([CH3:26])=[C:20]([C:11]2[N:10]=[C:9]3[N:4]([CH:1]([CH3:3])[CH3:2])[C:5](=[O:18])[CH2:6][NH:7][C:8]3=[N:13][CH:12]=2)[CH:21]=1. The yield is 0.520. (4) The reactants are Cl.[NH2:2][C@H:3]([CH2:8][OH:9])[C:4]([O:6][CH3:7])=[O:5].CCN(C(C)C)C(C)C.[CH3:19][C:20]([O:23][C:24](O[C:24]([O:23][C:20]([CH3:22])([CH3:21])[CH3:19])=[O:25])=[O:25])([CH3:22])[CH3:21]. The catalyst is C(Cl)Cl. The product is [C:20]([O:23][C:24]([NH:2][C@H:3]([CH2:8][OH:9])[C:4]([O:6][CH3:7])=[O:5])=[O:25])([CH3:22])([CH3:21])[CH3:19]. The yield is 0.960. (5) The reactants are [I:1][CH3:2].[CH3:3][N:4]([CH2:6][CH:7]([CH2:11][CH:12]([CH3:14])[CH3:13])[C:8](=[O:10])[CH3:9])[CH3:5]. The catalyst is C(OCC)(=O)C. The product is [I-:1].[C:8]([CH:7]([CH2:11][CH:12]([CH3:14])[CH3:13])[CH2:6][N+:4]([CH3:2])([CH3:5])[CH3:3])(=[O:10])[CH3:9]. The yield is 0.680. (6) The reactants are [C:1]([CH2:3][CH2:4][C@H:5]1[C:17]2[C:16]3[C:15]([O:18][CH:19]4[CH2:24][CH2:23][CH:22]([NH:25][C:26](=[O:32])[O:27][C:28]([CH3:31])([CH3:30])[CH3:29])[CH2:21][CH2:20]4)=[N:14][CH:13]=[N:12][C:11]=3[S:10][C:9]=2[CH2:8][CH2:7][CH2:6]1)#[N:2].[OH:33][Li].O.OO. The catalyst is CO. The product is [C:1]([CH2:3][CH2:4][C@H:5]1[C:17]2[C:16]3[C:15]([O:18][CH:19]4[CH2:24][CH2:23][CH:22]([NH:25][C:26](=[O:32])[O:27][C:28]([CH3:29])([CH3:31])[CH3:30])[CH2:21][CH2:20]4)=[N:14][CH:13]=[N:12][C:11]=3[S:10][C:9]=2[CH2:8][CH2:7][CH2:6]1)(=[O:33])[NH2:2]. The yield is 0.770.